Dataset: Full USPTO retrosynthesis dataset with 1.9M reactions from patents (1976-2016). Task: Predict the reactants needed to synthesize the given product. Given the product [N+:1]([C:4]1[CH:5]=[CH:6][C:7]2[O:12][C@:11]([CH3:18])([CH:13]([O:16][CH3:17])[O:14][CH3:15])[C@H:10]([OH:19])[C@@H:9]([N:28]([CH2:21][C:22]3[CH:27]=[CH:26][CH:25]=[CH:24][CH:23]=3)[CH2:29][C:30]3[N:31]=[N:32][N:33]([CH3:35])[N:34]=3)[C:8]=2[CH:20]=1)([O-:3])=[O:2], predict the reactants needed to synthesize it. The reactants are: [N+:1]([C:4]1[CH:5]=[CH:6][C:7]2[O:12][C@:11]([CH3:18])([CH:13]([O:16][CH3:17])[O:14][CH3:15])[C@@H:10]3[O:19][C@@H:9]3[C:8]=2[CH:20]=1)([O-:3])=[O:2].[CH2:21]([NH:28][CH2:29][C:30]1[N:31]=[N:32][N:33]([CH3:35])[N:34]=1)[C:22]1[CH:27]=[CH:26][CH:25]=[CH:24][CH:23]=1.